Dataset: Forward reaction prediction with 1.9M reactions from USPTO patents (1976-2016). Task: Predict the product of the given reaction. (1) The product is: [CH3:1][O:2][C:3]([C:5]1[C:6]([OH:29])=[C:7]2[C:12](=[C:13]([C:35]3[CH:36]=[N:37][CH:38]=[CH:39][CH:40]=3)[N:14]=1)[N:11]([CH2:16][CH:17]1[CH2:21][CH2:20][CH2:19][CH2:18]1)[C:10](=[O:22])[C:9]([C:23]1[CH:28]=[CH:27][CH:26]=[CH:25][CH:24]=1)=[CH:8]2)=[O:4]. Given the reactants [CH3:1][O:2][C:3]([C:5]1[C:6]([OH:29])=[C:7]2[C:12](=[C:13](Br)[N:14]=1)[N:11]([CH2:16][CH:17]1[CH2:21][CH2:20][CH2:19][CH2:18]1)[C:10](=[O:22])[C:9]([C:23]1[CH:28]=[CH:27][CH:26]=[CH:25][CH:24]=1)=[CH:8]2)=[O:4].C([Sn](CCCC)(CCCC)[C:35]1[CH:36]=[N:37][CH:38]=[CH:39][CH:40]=1)CCC.CCOC(C)=O.Cl, predict the reaction product. (2) Given the reactants [Cl:1][C:2]1[C:7]([C:8]([F:11])([F:10])[F:9])=[CH:6][CH:5]=[CH:4][C:3]=1[C:12]([N:14]1[CH2:19][CH2:18][N:17]([CH2:20][CH3:21])[C:16](=[O:22])[CH2:15]1)=[O:13].Br[CH:24](C)C, predict the reaction product. The product is: [Cl:1][C:2]1[C:7]([C:8]([F:11])([F:9])[F:10])=[CH:6][CH:5]=[CH:4][C:3]=1[C:12]([N:14]1[CH2:19][CH2:18][N:17]([CH:20]([CH3:24])[CH3:21])[C:16](=[O:22])[CH2:15]1)=[O:13]. (3) Given the reactants [CH:1]1([C:7]([OH:10])([CH3:9])C)[CH2:6][CH2:5][CH2:4][CH2:3][CH2:2]1.[CH:11]1([Mg]Cl)[CH2:16][CH2:15]CCC1.[CH:19]1(C(O)C)CCCCC1.C1OC1C.C(OC(=O)C)(=O)C.[C:39]([O:43][C:44](=O)CC)(=[O:42])[CH2:40][CH3:41], predict the reaction product. The product is: [C:39]([O:43][CH2:44][C:16]([O:10][CH:7]([CH:1]1[CH2:2][CH2:3][CH2:4][CH2:5][CH2:6]1)[CH2:9][CH3:19])([CH3:15])[CH3:11])(=[O:42])[CH2:40][CH3:41].